This data is from Full USPTO retrosynthesis dataset with 1.9M reactions from patents (1976-2016). The task is: Predict the reactants needed to synthesize the given product. (1) Given the product [NH:22]1[CH2:21][CH2:20][CH:19]([C:16]2[CH:17]=[CH:18][C:13]([NH:12][C:10]([N:2]3[CH2:3][C:4]4[C:9](=[CH:8][CH:7]=[CH:6][CH:5]=4)[CH2:1]3)=[O:11])=[CH:14][CH:15]=2)[CH2:24][CH2:23]1, predict the reactants needed to synthesize it. The reactants are: [CH2:1]1[C:9]2[C:4](=[CH:5][CH:6]=[CH:7][CH:8]=2)[CH2:3][N:2]1[C:10]([NH:12][C:13]1[CH:18]=[CH:17][C:16]([C:19]2[CH2:24][CH2:23][N:22](C(OC(C)(C)C)=O)[CH2:21][CH:20]=2)=[CH:15][CH:14]=1)=[O:11]. (2) Given the product [S:1]1[CH2:2][CH2:3][CH:4]([NH:7][C:8]2[C:9]([C:10]([NH:50][C@@H:51]3[CH2:56][CH2:55][C@H:54]([NH:57][C:58](=[O:64])[O:59][C:60]([CH3:62])([CH3:61])[CH3:63])[CH2:53][CH2:52]3)=[O:12])=[CH:13][CH:14]=[CH:15][N:16]=2)[CH2:5][CH2:6]1, predict the reactants needed to synthesize it. The reactants are: [S:1]1[CH2:6][CH2:5][CH:4]([NH:7][C:8]2[N:16]=[CH:15][CH:14]=[CH:13][C:9]=2[C:10]([OH:12])=O)[CH2:3][CH2:2]1.CCN(C(C)C)C(C)C.CN(C(ON1N=NC2C=CC=NC1=2)=[N+](C)C)C.F[P-](F)(F)(F)(F)F.[NH2:50][C@@H:51]1[CH2:56][CH2:55][C@H:54]([NH:57][C:58](=[O:64])[O:59][C:60]([CH3:63])([CH3:62])[CH3:61])[CH2:53][CH2:52]1. (3) The reactants are: [NH2:1][C:2]1[N:7]=[C:6]([C:8]([F:11])([F:10])[F:9])[C:5]([CH2:12][OH:13])=[CH:4][N:3]=1.[Cl-].[Na+]. Given the product [NH2:1][C:2]1[N:7]=[C:6]([C:8]([F:11])([F:9])[F:10])[C:5]([CH:12]=[O:13])=[CH:4][N:3]=1, predict the reactants needed to synthesize it. (4) Given the product [NH:1]1[CH:6]=[CH:5][CH:4]=[C:3]1[C:7]1[CH:8]=[CH:9][C:10]2[N:11]([C:13]([CH:16]=[O:17])=[CH:14][N:15]=2)[CH:12]=1, predict the reactants needed to synthesize it. The reactants are: [N:1]1[CH:6]=[CH:5][CH:4]=[C:3]([C:7]2[CH:8]=[CH:9][C:10]3[N:11]([C:13]([CH:16]=[O:17])=[CH:14][N:15]=3)[CH:12]=2)C=1.BrC1C=CC2N(C(C=O)=CN=2)C=1.N1C=CC=C1B(O)O.